This data is from Full USPTO retrosynthesis dataset with 1.9M reactions from patents (1976-2016). The task is: Predict the reactants needed to synthesize the given product. (1) Given the product [NH:2]([C:5]1[N:6]=[C:7]([NH2:23])[C:8]2[N:9]=[CH:10][N:11]([C:21]=2[N:22]=1)[C@@H:12]1[O:20][C@H:17]([CH2:18][OH:19])[C@@H:15]([OH:16])[C@H:13]1[OH:14])[NH2:3], predict the reactants needed to synthesize it. The reactants are: O.[NH2:2][NH2:3].Cl[C:5]1[N:6]=[C:7]([NH2:23])[C:8]2[N:9]=[CH:10][N:11]([C:21]=2[N:22]=1)[C@@H:12]1[O:20][C@H:17]([CH2:18][OH:19])[C@@H:15]([OH:16])[C@H:13]1[OH:14].[Na+].[Cl-]. (2) Given the product [NH2:1][C@@H:2]([C:13]([NH:15][C@H:16]([C:32]([O:34][C:35]([CH3:38])([CH3:37])[CH3:36])=[O:33])[CH2:17][CH2:18][CH2:19][CH2:20][NH:21][C:22]([O:24][CH2:25][C:26]1[CH:31]=[CH:30][CH:29]=[CH:28][CH:27]=1)=[O:23])=[O:14])[CH2:3][C:4]1[C:12]2[C:7](=[CH:8][CH:9]=[CH:10][CH:11]=2)[NH:6][CH:5]=1, predict the reactants needed to synthesize it. The reactants are: [NH:1](C(OC(C)(C)C)=O)[C@@H:2]([C:13]([NH:15][C@H:16]([C:32]([O:34][C:35]([CH3:38])([CH3:37])[CH3:36])=[O:33])[CH2:17][CH2:18][CH2:19][CH2:20][NH:21][C:22]([O:24][CH2:25][C:26]1[CH:31]=[CH:30][CH:29]=[CH:28][CH:27]=1)=[O:23])=[O:14])[CH2:3][C:4]1[C:12]2[C:7](=[CH:8][CH:9]=[CH:10][CH:11]=2)[NH:6][CH:5]=1.FC(F)(F)C(O)=O.